Task: Regression. Given a peptide amino acid sequence and an MHC pseudo amino acid sequence, predict their binding affinity value. This is MHC class II binding data.. Dataset: Peptide-MHC class II binding affinity with 134,281 pairs from IEDB (1) The peptide sequence is GELQTVDKIDAAFKI. The MHC is DRB1_0802 with pseudo-sequence DRB1_0802. The binding affinity (normalized) is 0.385. (2) The peptide sequence is ILQLLKDFLELLRYL. The MHC is HLA-DQA10101-DQB10501 with pseudo-sequence HLA-DQA10101-DQB10501. The binding affinity (normalized) is 0.661. (3) The peptide sequence is QKKYIYNLIMNTQNK. The MHC is DRB4_0101 with pseudo-sequence DRB4_0103. The binding affinity (normalized) is 0.587. (4) The peptide sequence is GKREKKLSEFGKAKG. The MHC is DRB1_1501 with pseudo-sequence DRB1_1501. The binding affinity (normalized) is 0.133. (5) The peptide sequence is VLEWRFDSRLAFHHV. The MHC is HLA-DPA10201-DPB10501 with pseudo-sequence HLA-DPA10201-DPB10501. The binding affinity (normalized) is 0.434. (6) The peptide sequence is VVIGLLFMILTVAAN. The MHC is DRB1_0701 with pseudo-sequence DRB1_0701. The binding affinity (normalized) is 0.606. (7) The peptide sequence is APPPQLPRPPATPPP. The MHC is DRB1_1001 with pseudo-sequence DRB1_1001. The binding affinity (normalized) is 0.0553.